This data is from Forward reaction prediction with 1.9M reactions from USPTO patents (1976-2016). The task is: Predict the product of the given reaction. Given the reactants [Br:1][C:2]1[CH:7]=[CH:6][C:5]([NH:8][CH2:9][CH2:10][OH:11])=[C:4]([N+:12]([O-])=O)[CH:3]=1.[Cl-].[NH4+], predict the reaction product. The product is: [NH2:12][C:4]1[CH:3]=[C:2]([Br:1])[CH:7]=[CH:6][C:5]=1[NH:8][CH2:9][CH2:10][OH:11].